Dataset: Peptide-MHC class I binding affinity with 185,985 pairs from IEDB/IMGT. Task: Regression. Given a peptide amino acid sequence and an MHC pseudo amino acid sequence, predict their binding affinity value. This is MHC class I binding data. (1) The peptide sequence is RTHTLRDAK. The MHC is HLA-A11:01 with pseudo-sequence HLA-A11:01. The binding affinity (normalized) is 0.632. (2) The peptide sequence is KMIYDLNAV. The MHC is HLA-A02:06 with pseudo-sequence HLA-A02:06. The binding affinity (normalized) is 0.781. (3) The peptide sequence is FQAGMRLYF. The MHC is HLA-A02:06 with pseudo-sequence HLA-A02:06. The binding affinity (normalized) is 0.872.